Dataset: Full USPTO retrosynthesis dataset with 1.9M reactions from patents (1976-2016). Task: Predict the reactants needed to synthesize the given product. (1) Given the product [Cl:1][C:2]1[C:7]([NH:8][C:17]2[CH:22]=[CH:21][CH:20]=[CH:19][CH:18]=2)=[CH:6][C:5]([C:9]2[C:10]([CH3:15])=[N:11][O:12][C:13]=2[CH3:14])=[CH:4][N:3]=1, predict the reactants needed to synthesize it. The reactants are: [Cl:1][C:2]1[C:7]([NH2:8])=[CH:6][C:5]([C:9]2[C:10]([CH3:15])=[N:11][O:12][C:13]=2[CH3:14])=[CH:4][N:3]=1.Br[C:17]1[CH:22]=[CH:21][CH:20]=[CH:19][CH:18]=1. (2) Given the product [N:21]1([CH2:20][C@@H:16]2[CH2:17][CH2:18][CH2:19][N:15]2[C:10]([C:9]2[CH:8]=[N:7][C:6]([C:3]3[CH:4]=[CH:5][S:1][CH:2]=3)=[CH:14][CH:13]=2)=[O:12])[CH2:25][CH2:24][CH2:23][CH2:22]1, predict the reactants needed to synthesize it. The reactants are: [S:1]1[CH:5]=[CH:4][C:3]([C:6]2[CH:14]=[CH:13][C:9]([C:10]([OH:12])=O)=[CH:8][N:7]=2)=[CH:2]1.[NH:15]1[CH2:19][CH2:18][CH2:17][C@H:16]1[CH2:20][N:21]1[CH2:25][CH2:24][CH2:23][CH2:22]1.